This data is from Experimentally validated miRNA-target interactions with 360,000+ pairs, plus equal number of negative samples. The task is: Binary Classification. Given a miRNA mature sequence and a target amino acid sequence, predict their likelihood of interaction. (1) The miRNA is hsa-miR-4663 with sequence AGCUGAGCUCCAUGGACGUGCAGU. The protein sequence of the target gene is MAAGVAAWLPFARAAAIGWMPVASGPMPAPPRQERKRTQDALIVLNVSGTRFQTWQDTLERYPDTLLGSSERDFFYHPETQQYFFDRDPDIFRHILNFYRTGKLHYPRHECISAYDEELAFFGLIPEIIGDCCYEEYKDRRRENAERLQDDADTDNTGESALPTMTARQRVWRAFENPHTSTMALVFYYVTGFFIAVSVIANVVETVPCGSSPGHIKELPCGERYAVAFFCLDTACVMIFTVEYLLRLAAAPSRYRFVRSVMSIIDVVAILPYYIGLVMTDNEDVSGAFVTLRVFRVFRI.... Result: 0 (no interaction). (2) The miRNA is hsa-miR-4649-5p with sequence UGGGCGAGGGGUGGGCUCUCAGAG. The protein sequence of the target gene is MRSKARARKLAKSDGDVVNNMYEPNRDLLASHSAEDEAEDSAMSPIPVGPPSPFPTSEDFTPKEGSPYEAPVYIPEDIPIPADFELRESSIPGAGLGVWAKRKMEAGERLGPCVVVPRAAAKETDFGWEQILTDVEVSPQEGCITKISEDLGSEKFCVDANQAGAGSWLKYIRVACSCDDQNLTMCQISEQIYYKVIKDIEPGEELLVHVKEGVYPLGTVPPGLDEEPTFRCDECDELFQSKLDLRRHKKYTCGSVGAALYEGLAEELKPEGLGGGSGQAHECKDCERMFPNKYSLEQHM.... Result: 0 (no interaction).